Dataset: Catalyst prediction with 721,799 reactions and 888 catalyst types from USPTO. Task: Predict which catalyst facilitates the given reaction. (1) Reactant: [I:1][C:2]1[C:10]2[C:5](=[CH:6][CH:7]=[C:8]([C:11]3[N:15]=[C:14]([NH:16][C:17](=[O:23])[O:18][C:19]([CH3:22])([CH3:21])[CH3:20])[S:13][N:12]=3)[CH:9]=2)[NH:4][CH:3]=1.[H-].[Na+].[CH3:26][C:27]1[CH:32]=[CH:31][C:30]([S:33](Cl)(=[O:35])=[O:34])=[CH:29][CH:28]=1. Product: [I:1][C:2]1[C:10]2[C:5](=[CH:6][CH:7]=[C:8]([C:11]3[N:15]=[C:14]([NH:16][C:17](=[O:23])[O:18][C:19]([CH3:20])([CH3:22])[CH3:21])[S:13][N:12]=3)[CH:9]=2)[N:4]([S:33]([C:30]2[CH:31]=[CH:32][C:27]([CH3:26])=[CH:28][CH:29]=2)(=[O:35])=[O:34])[CH:3]=1. The catalyst class is: 3. (2) Reactant: [N:1]1[C:10]2[NH:9][CH2:8][CH2:7][CH2:6][C:5]=2[CH:4]=[CH:3][C:2]=1[CH2:11][CH2:12][OH:13].C1C=CC(P(C2C=CC=CC=2)C2C=CC=CC=2)=CC=1.[Br:33][C:34]1([Br:50])[CH:36]([C:37]2[CH:42]=[CH:41][C:40](O)=[CH:39][CH:38]=2)[CH:35]1[CH2:44][C:45]([O:47]CC)=[O:46].N(C(OC(C)C)=O)=NC(OC(C)C)=O.C(O)(C(F)(F)F)=O. Product: [Br:33][C:34]1([Br:50])[CH:36]([C:37]2[CH:42]=[CH:41][C:40]([O:13][CH2:12][CH2:11][C:2]3[CH:3]=[CH:4][C:5]4[CH2:6][CH2:7][CH2:8][NH:9][C:10]=4[N:1]=3)=[CH:39][CH:38]=2)[CH:35]1[CH2:44][C:45]([OH:47])=[O:46]. The catalyst class is: 1. (3) Reactant: C(OC([N:8]1[C:12]2[CH:13]=[CH:14][C:15]([C:17]3[CH:22]=[CH:21][CH:20]=[CH:19][C:18]=3[S:23]([CH2:26][CH2:27][OH:28])(=[O:25])=[O:24])=[CH:16][C:11]=2[N:10]=[C:9]1[CH2:29]Br)=O)(C)(C)C.[F:31][C:32]([F:44])([F:43])[S:33]([C:36]1[CH:41]=[CH:40][C:39]([OH:42])=[CH:38][CH:37]=1)(=[O:35])=[O:34].C([O-])([O-])=O.[Na+].[Na+].[Na+].[I-]. Product: [F:44][C:32]([F:43])([F:31])[S:33]([C:36]1[CH:37]=[CH:38][C:39]([O:42][CH2:29][C:9]2[NH:8][C:12]3[CH:13]=[CH:14][C:15]([C:17]4[CH:22]=[CH:21][CH:20]=[CH:19][C:18]=4[S:23]([CH2:26][CH2:27][OH:28])(=[O:25])=[O:24])=[CH:16][C:11]=3[N:10]=2)=[CH:40][CH:41]=1)(=[O:34])=[O:35]. The catalyst class is: 3. (4) Reactant: [N+:1]([O-:4])(O)=[O:2].[Cl:5][C:6]1[C:7]2[CH:23]=[C:22]([OH:24])[C:21]([OH:25])=[CH:20][C:8]=2[S:9][C:10]=1[C:11]([N:13]1[CH2:18][CH2:17][CH:16]([OH:19])[CH2:15][CH2:14]1)=[O:12]. Product: [Cl:5][C:6]1[C:7]2[CH:23]=[C:22]([OH:24])[C:21]([OH:25])=[C:20]([N+:1]([O-:4])=[O:2])[C:8]=2[S:9][C:10]=1[C:11]([N:13]1[CH2:14][CH2:15][CH:16]([OH:19])[CH2:17][CH2:18]1)=[O:12]. The catalyst class is: 96. (5) Reactant: [Cl:1][CH2:2][S:3](Cl)(=[O:5])=[O:4].[CH2:7]([NH:14][CH2:15][CH2:16][OH:17])[C:8]1[CH:13]=[CH:12][CH:11]=[CH:10][CH:9]=1. Product: [CH2:7]([N:14]([CH2:15][CH2:16][OH:17])[S:3]([CH2:2][Cl:1])(=[O:5])=[O:4])[C:8]1[CH:13]=[CH:12][CH:11]=[CH:10][CH:9]=1. The catalyst class is: 1.